Dataset: Full USPTO retrosynthesis dataset with 1.9M reactions from patents (1976-2016). Task: Predict the reactants needed to synthesize the given product. (1) Given the product [Br:1][C:2]1[CH:11]=[CH:10][CH:9]=[C:8]2[C:3]=1[CH:4]=[CH:5][C:6]([NH:20][CH2:19][C:17]1[O:18][C:14]([CH3:13])=[CH:15][CH:16]=1)=[N:7]2, predict the reactants needed to synthesize it. The reactants are: [Br:1][C:2]1[CH:11]=[CH:10][CH:9]=[C:8]2[C:3]=1[CH:4]=[CH:5][C:6](Cl)=[N:7]2.[CH3:13][C:14]1[O:18][C:17]([CH2:19][NH2:20])=[CH:16][CH:15]=1. (2) Given the product [CH:40]1([C:38]([NH:37][C:35]2[N:36]=[C:31]3[CH:30]=[CH:29][C:28]([O:27][C:26]4[CH:25]=[C:24]([NH:23][C:8]([C:6]5[N:5]([CH3:11])[N:4]=[C:3]([CH2:1][CH3:2])[CH:7]=5)=[O:10])[CH:45]=[CH:44][CH:43]=4)=[CH:33][N:32]3[N:34]=2)=[O:39])[CH2:41][CH2:42]1, predict the reactants needed to synthesize it. The reactants are: [CH2:1]([C:3]1[CH:7]=[C:6]([C:8]([OH:10])=O)[N:5]([CH3:11])[N:4]=1)[CH3:2].O1CCCC1.C(Cl)(=O)C(Cl)=O.[NH2:23][C:24]1[CH:25]=[C:26]([CH:43]=[CH:44][CH:45]=1)[O:27][C:28]1[CH:29]=[CH:30][C:31]2[N:32]([N:34]=[C:35]([NH:37][C:38]([CH:40]3[CH2:42][CH2:41]3)=[O:39])[N:36]=2)[CH:33]=1. (3) The reactants are: C([O:3][C:4](=[O:14])[C@H:5]([CH:11]([CH3:13])[CH3:12])[NH:6][CH2:7][CH:8]([OH:10])[CH3:9])C.C(O)C. Given the product [OH:10][CH:8]([CH3:9])[CH2:7][NH:6][C@H:5]([C:4]([OH:14])=[O:3])[CH:11]([CH3:12])[CH3:13], predict the reactants needed to synthesize it. (4) Given the product [C:1]([O:5][C:6]([N:8]1[CH2:18][CH2:17][C:11]2([CH2:15][N:14]([CH2:22][C:23]([O:25][CH3:26])=[O:24])[C:13](=[O:16])[CH2:12]2)[CH2:10][CH2:9]1)=[O:7])([CH3:4])([CH3:2])[CH3:3], predict the reactants needed to synthesize it. The reactants are: [C:1]([O:5][C:6]([N:8]1[CH2:18][CH2:17][C:11]2([CH2:15][NH:14][C:13](=[O:16])[CH2:12]2)[CH2:10][CH2:9]1)=[O:7])([CH3:4])([CH3:3])[CH3:2].[H-].[Na+].Br[CH2:22][C:23]([O:25][CH3:26])=[O:24].